Task: Regression. Given a peptide amino acid sequence and an MHC pseudo amino acid sequence, predict their binding affinity value. This is MHC class I binding data.. Dataset: Peptide-MHC class I binding affinity with 185,985 pairs from IEDB/IMGT (1) The peptide sequence is WTDVTPNYA. The MHC is Mamu-A02 with pseudo-sequence Mamu-A02. The binding affinity (normalized) is 0.391. (2) The peptide sequence is MRMCHEGIN. The MHC is H-2-Kb with pseudo-sequence H-2-Kb. The binding affinity (normalized) is 0.116. (3) The peptide sequence is YMLKHVVW. The MHC is Mamu-B01 with pseudo-sequence Mamu-B01. The binding affinity (normalized) is 0. (4) The peptide sequence is FTILALFLA. The MHC is HLA-A68:02 with pseudo-sequence HLA-A68:02. The binding affinity (normalized) is 0.670. (5) The peptide sequence is AFAKAAAAW. The MHC is Mamu-B17 with pseudo-sequence Mamu-B17. The binding affinity (normalized) is 0.107.